This data is from Full USPTO retrosynthesis dataset with 1.9M reactions from patents (1976-2016). The task is: Predict the reactants needed to synthesize the given product. (1) Given the product [F:1][C:2]1[CH:10]=[CH:9][C:5]([C:6]([OH:8])=[O:7])=[C:4]([NH:12][C:13]2[CH:18]=[CH:17][CH:16]=[CH:15][CH:14]=2)[CH:3]=1, predict the reactants needed to synthesize it. The reactants are: [F:1][C:2]1[CH:10]=[CH:9][C:5]([C:6]([OH:8])=[O:7])=[C:4](Br)[CH:3]=1.[NH2:12][C:13]1[CH:18]=[CH:17][CH:16]=[CH:15][CH:14]=1.C(=O)([O-])[O-].[K+].[K+].O. (2) Given the product [C:28]([O:32][C:33]([N:35]1[CH2:40][CH2:39][N:38]([C:13]([C:10]2[NH:11][C:12]3[C:8]([CH:9]=2)=[CH:7][CH:6]=[CH:5][C:4]=3[N+:1]([O-:3])=[O:2])=[O:15])[CH2:37][CH2:36]1)=[O:34])([CH3:31])([CH3:29])[CH3:30], predict the reactants needed to synthesize it. The reactants are: [N+:1]([C:4]1[CH:5]=[CH:6][CH:7]=[C:8]2[C:12]=1[NH:11][C:10]([C:13]([OH:15])=O)=[CH:9]2)([O-:3])=[O:2].Cl.CN(C)CCCN=C=NCC.[C:28]([O:32][C:33]([N:35]1[CH2:40][CH2:39][NH:38][CH2:37][CH2:36]1)=[O:34])([CH3:31])([CH3:30])[CH3:29]. (3) Given the product [CH3:1][N:2]1[CH:6]=[C:5]([C:7]#[C:9][C:28]2[CH:33]=[CH:32][C:31]([C@@H:34]([NH:36][C:37]([CH:39]3[CH2:41][CH2:40]3)=[O:38])[CH3:35])=[CH:30][CH:29]=2)[CH:4]=[N:3]1, predict the reactants needed to synthesize it. The reactants are: [CH3:1][N:2]1[CH:6]=[C:5]([CH:7]=O)[CH:4]=[N:3]1.[C:9]([O-])([O-])=O.[K+].[K+].CC(C)(P(=O)([O-])[O-])C(=O)C=[N+]=[N-].I[C:28]1[CH:33]=[CH:32][C:31]([CH:34]([NH:36][C:37]([CH:39]2[CH2:41][CH2:40]2)=[O:38])[CH3:35])=[CH:30][CH:29]=1.CC(N)CC. (4) Given the product [F:1][C:2]1[CH:3]=[N:4][C:5]([N:12]2[CH2:13][CH:14]([NH:16][C:17]3[CH:22]=[CH:21][C:20]([F:23])=[CH:19][C:18]=3[CH3:24])[CH2:15]2)=[C:6]([CH:11]=1)[C:7]([OH:9])=[O:8], predict the reactants needed to synthesize it. The reactants are: [F:1][C:2]1[CH:3]=[N:4][C:5]([N:12]2[CH2:15][CH:14]([NH:16][C:17]3[CH:22]=[CH:21][C:20]([F:23])=[CH:19][C:18]=3[CH3:24])[CH2:13]2)=[C:6]([CH:11]=1)[C:7]([O:9]C)=[O:8].[OH-].[Na+]. (5) Given the product [F:1][C:2]1[C:10]([NH2:11])=[CH:9][C:5]2[C:4]([CH:3]=1)=[N:8][S:7][N:6]=2, predict the reactants needed to synthesize it. The reactants are: [F:1][C:2]1[C:10]([N+:11]([O-])=O)=[CH:9][C:5]2=[N:6][S:7][N:8]=[C:4]2[CH:3]=1.O.[Cl-].[NH4+]. (6) Given the product [C:19]([C:2]1[CH:3]=[CH:4][C:5]([O:10][C:11]2[CH:16]=[CH:15][C:14]([Cl:17])=[C:13]([Cl:18])[CH:12]=2)=[C:6]([CH:9]=1)[CH:7]=[O:8])#[N:20], predict the reactants needed to synthesize it. The reactants are: Br[C:2]1[CH:3]=[CH:4][C:5]([O:10][C:11]2[CH:16]=[CH:15][C:14]([Cl:17])=[C:13]([Cl:18])[CH:12]=2)=[C:6]([CH:9]=1)[CH:7]=[O:8].[CH3:19][N:20](C=O)C. (7) Given the product [Cl:11][C:12]1[CH:13]=[C:14]([C:18]#[C:19][C:2]2[CH:3]=[N:4][C:5]([C:8]([OH:10])=[O:9])=[N:6][CH:7]=2)[CH:15]=[CH:16][CH:17]=1, predict the reactants needed to synthesize it. The reactants are: Br[C:2]1[CH:3]=[N:4][C:5]([C:8]([OH:10])=[O:9])=[N:6][CH:7]=1.[Cl:11][C:12]1[CH:13]=[C:14]([C:18]#[CH:19])[CH:15]=[CH:16][CH:17]=1.C(N(CC)CC)C.Cl. (8) The reactants are: [F:1][C:2]1[C:10]2[O:9][C:8]([CH:21]3[CH2:26][CH2:25][NH:24][CH2:23][CH2:22]3)([C:11]3[CH:16]=[CH:15][C:14]([C:17]([F:20])([F:19])[F:18])=[CH:13][CH:12]=3)[O:7][C:6]=2[CH:5]=[CH:4][CH:3]=1.O=[C:28]([CH3:42])[CH2:29][CH2:30][N:31]1C(=O)C2C(=CC=CC=2)C1=O. Given the product [F:1][C:2]1[C:10]2[O:9][C:8]([CH:21]3[CH2:22][CH2:23][N:24]([CH:28]([CH3:42])[CH2:29][CH2:30][NH2:31])[CH2:25][CH2:26]3)([C:11]3[CH:12]=[CH:13][C:14]([C:17]([F:18])([F:20])[F:19])=[CH:15][CH:16]=3)[O:7][C:6]=2[CH:5]=[CH:4][CH:3]=1, predict the reactants needed to synthesize it. (9) Given the product [CH:34]1([C:2]2[CH:11]=[CH:10][CH:9]=[C:8]3[C:3]=2[CH2:4][CH2:5][N:6]2[C:16](=[O:17])[CH2:15][N:14]=[C:13]([N:18]4[CH:22]=[C:21]([CH2:23][O:24][CH3:25])[N:20]=[CH:19]4)[CH:12]=[C:7]23)[CH2:33][CH2:28]1, predict the reactants needed to synthesize it. The reactants are: Br[C:2]1[CH:11]=[CH:10][CH:9]=[C:8]2[C:3]=1[CH2:4][CH2:5][N:6]1[C:16](=[O:17])[CH2:15][N:14]=[C:13]([N:18]3[CH:22]=[C:21]([CH2:23][O:24][CH3:25])[N:20]=[CH:19]3)[CH:12]=[C:7]12.CO[C:28]1C=CC=C(OC)[C:33]=1[C:34]1C=CC=CC=1P(C1CCCCC1)C1CCCCC1.C1(B(O)O)CC1.[O-]P([O-])([O-])=O.[K+].[K+].[K+]. (10) Given the product [CH3:1][C:2]1([CH3:22])[O:7][C:6]2[CH:8]=[CH:9][C:10]([C:12]3[CH:17]=[CH:16][CH:15]=[C:14]([C:18]([F:19])([F:21])[F:20])[CH:13]=3)=[N:11][C:5]=2[N:4]([C:34]([NH:48][C:45]2[CH:46]=[CH:47][N:42]=[CH:43][CH:44]=2)=[O:40])[CH2:3]1, predict the reactants needed to synthesize it. The reactants are: [CH3:1][C:2]1([CH3:22])[O:7][C:6]2[CH:8]=[CH:9][C:10]([C:12]3[CH:17]=[CH:16][CH:15]=[C:14]([C:18]([F:21])([F:20])[F:19])[CH:13]=3)=[N:11][C:5]=2[NH:4][CH2:3]1.C(N(CC)CC)C.ClC(Cl)(O[C:34](=[O:40])OC(Cl)(Cl)Cl)Cl.[N:42]1[CH:47]=[CH:46][C:45]([NH2:48])=[CH:44][CH:43]=1.